From a dataset of Full USPTO retrosynthesis dataset with 1.9M reactions from patents (1976-2016). Predict the reactants needed to synthesize the given product. Given the product [CH3:1][O:2][C:3](=[O:15])[CH2:4][C:5]1[C:10]([S:11][CH3:12])=[C:9]([N:16]2[CH2:21][CH2:20][O:19][CH2:18][CH2:17]2)[N:8]=[C:7]([Cl:14])[N:6]=1, predict the reactants needed to synthesize it. The reactants are: [CH3:1][O:2][C:3](=[O:15])[CH2:4][C:5]1[C:10]([S:11][CH3:12])=[C:9](Cl)[N:8]=[C:7]([Cl:14])[N:6]=1.[NH:16]1[CH2:21][CH2:20][O:19][CH2:18][CH2:17]1.